This data is from Reaction yield outcomes from USPTO patents with 853,638 reactions. The task is: Predict the reaction yield, written as a fraction of the theoretical maximum amount of product (1.0 means a 100% yield; for example, 0.34 means a 34% yield). (1) The product is [F:48][C:46]([F:47])([F:49])[C:41]([C:38]1[CH:39]=[CH:40][C:35]([N:32]2[CH2:33][CH2:34][N:29]([C:27](=[O:28])[CH2:26][N:13]3[C:12](=[O:17])[C@:11]([C:8]4[CH:7]=[CH:6][C:5]([O:4][CH:2]([CH3:1])[CH3:3])=[CH:10][CH:9]=4)([CH3:18])[NH:15][C:14]3=[O:16])[CH2:30][CH:31]2[CH3:57])=[C:36](/[CH:54]=[CH:55]\[CH3:56])[CH:37]=1)([OH:50])[C:42]([F:45])([F:44])[F:43]. The yield is 0.830. The reactants are [CH3:1][CH:2]([O:4][C:5]1[CH:10]=[CH:9][C:8]([C:11]2([CH3:18])[NH:15][C:14](=[O:16])[NH:13][C:12]2=[O:17])=[CH:7][CH:6]=1)[CH3:3].C(=O)([O-])[O-].[K+].[K+].Br[CH2:26][C:27]([N:29]1[CH2:34][CH2:33][N:32]([C:35]2[CH:40]=[CH:39][C:38]([C:41]([O:50]COC)([C:46]([F:49])([F:48])[F:47])[C:42]([F:45])([F:44])[F:43])=[CH:37][C:36]=2/[CH:54]=[CH:55]\[CH3:56])[C@H:31]([CH3:57])[CH2:30]1)=[O:28].Cl.C(OCC)(=O)C. The catalyst is CN(C)C=O.C(OCC)(=O)C.O. (2) The product is [CH3:21][O:20][C:8]1[CH:7]=[C:6]2[C:11]([C:2]([NH:22][C:23]3[CH:28]=[CH:27][CH:26]=[C:25]([CH3:29])[CH:24]=3)=[N:3][CH:4]=[N:5]2)=[C:10]([O:12][CH:13]2[CH2:18][CH2:17][N:16]([CH3:19])[CH2:15][CH2:14]2)[CH:9]=1. The reactants are Cl[C:2]1[C:11]2[C:6](=[CH:7][C:8]([O:20][CH3:21])=[CH:9][C:10]=2[O:12][CH:13]2[CH2:18][CH2:17][N:16]([CH3:19])[CH2:15][CH2:14]2)[N:5]=[CH:4][N:3]=1.[NH2:22][C:23]1[CH:28]=[CH:27][CH:26]=[C:25]([CH3:29])[CH:24]=1.[2H]C(Cl)(Cl)Cl. No catalyst specified. The yield is 0.760. (3) The product is [CH:1]1([N:4]2[C:13]3[C:8](=[CH:9][C:10]([F:16])=[C:11]([Cl:15])[C:12]=3[F:14])[C:7](=[O:18])[C:6]([C:19]([O:21][CH2:22][CH3:23])=[O:20])=[CH:5]2)[CH2:2][CH2:3]1. The yield is 0.837. The reactants are [CH:1]1([N:4]2[C:13]3[C:8](=[C:9](Cl)[C:10]([F:16])=[C:11]([Cl:15])[C:12]=3[F:14])[C:7](=[O:18])[C:6]([C:19]([O:21][CH2:22][CH3:23])=[O:20])=[CH:5]2)[CH2:3][CH2:2]1.C(N)C1C=CC=CC=1.C([O-])([O-])=O.[K+].[K+]. The catalyst is C(#N)C. (4) The yield is 0.0618. The catalyst is O1CCOCC1. The reactants are Cl[C:2]1[N:7]2[N:8]=[CH:9][N:10]=[C:6]2[N:5]=[CH:4][CH:3]=1.Cl.[CH3:12][C@@H:13]1[CH2:18][CH2:17][N:16]([C:19](=[O:23])[CH2:20][C:21]#[N:22])[CH2:15][C@@H:14]1[NH:24][CH3:25].C(=O)([O-])O.[Na+].O. The product is [N:8]1[N:7]2[C:2]([N:24]([CH3:25])[C@@H:14]3[C@H:13]([CH3:12])[CH2:18][CH2:17][N:16]([C:19](=[O:23])[CH2:20][C:21]#[N:22])[CH2:15]3)=[CH:3][CH:4]=[N:5][C:6]2=[N:10][CH:9]=1.